From a dataset of Forward reaction prediction with 1.9M reactions from USPTO patents (1976-2016). Predict the product of the given reaction. (1) Given the reactants C([O:8][C:9](=[O:40])[C:10]1[CH:15]=[CH:14][C:13]([C:16]2[CH:17]=[N:18][CH:19]=[C:20]([CH2:22][C:23]([OH:25])=[O:24])[CH:21]=2)=[C:12]([CH2:26][N:27]([C:30]([O:32][CH2:33][C:34]2[CH:39]=[CH:38][CH:37]=[CH:36][CH:35]=2)=[O:31])[CH2:28][CH3:29])[CH:11]=1)C1C=CC=CC=1.[Li+].[OH-], predict the reaction product. The product is: [CH2:33]([O:32][C:30]([N:27]([CH2:26][C:12]1[CH:11]=[C:10]([CH:15]=[CH:14][C:13]=1[C:16]1[CH:17]=[N:18][CH:19]=[C:20]([CH2:22][C:23]([OH:25])=[O:24])[CH:21]=1)[C:9]([OH:40])=[O:8])[CH2:28][CH3:29])=[O:31])[C:34]1[CH:35]=[CH:36][CH:37]=[CH:38][CH:39]=1. (2) Given the reactants Br[C:2]1[C:7]([CH2:8][NH:9][C:10]2[N:14]([C:15]3[CH:20]=[CH:19][CH:18]=[C:17]([Cl:21])[C:16]=3[Cl:22])[N:13]=[N:12][N:11]=2)=[CH:6][CH:5]=[CH:4][N:3]=1.[CH2:23]([O:25][C:26]1[CH:31]=[CH:30][C:29](B(O)O)=[CH:28][CH:27]=1)[CH3:24], predict the reaction product. The product is: [Cl:22][C:16]1[C:17]([Cl:21])=[CH:18][CH:19]=[CH:20][C:15]=1[N:14]1[C:10]([NH:9][CH2:8][C:7]2[C:2]([C:29]3[CH:30]=[CH:31][C:26]([O:25][CH2:23][CH3:24])=[CH:27][CH:28]=3)=[N:3][CH:4]=[CH:5][CH:6]=2)=[N:11][N:12]=[N:13]1. (3) Given the reactants [Mg+2].[Cl-].[Cl-].C1C=[N+]([C@@H]2O[C@H](COP(OP(OC[C@H]3O[C@@H](N4C5N=CN=C(N)C=5N=C4)[C@H](OP(O)(O)=O)[C@@H]3O)(O)=O)(O)=O)[C@@H](O)[C@H]2O)C=C(C(N)=O)C=1.C1C=CC(C[O:59][C:60]2[CH:65]=[CH:64][C:63]3[C:66]([C:75]4[C:80]([C:81]([O:83]CC5C=CC=CC=5)=[O:82])=[CH:79][CH:78]=[CH:77][CH:76]=4)=[C:67]4[C:73]([O:74][C:62]=3[CH:61]=2)=[CH:72][C:70](=[O:71])[CH:69]=[CH:68]4)=CC=1.[CH:91]1[CH:92]=[CH:93][C:94]([N:97]2[N:101]=[CH:100][CH:99]=[C:98]2[NH:102][S:103]([C:106]2[CH:107]=[CH:108][C:109]([NH2:112])=[CH:110][CH:111]=2)(=[O:105])=[O:104])=[CH:95][CH:96]=1, predict the reaction product. The product is: [CH:91]1[CH:92]=[CH:93][C:94]([N:97]2[N:101]=[CH:100][CH:99]=[C:98]2[NH:102][S:103]([C:106]2[CH:107]=[CH:108][C:109]([NH2:112])=[CH:110][CH:111]=2)(=[O:105])=[O:104])=[CH:95][CH:96]=1.[CH:77]1[CH:78]=[CH:79][C:80]([C:81]([OH:83])=[O:82])=[C:75]([C:66]2[C:67]3[CH:68]=[CH:69][C:70]([OH:71])=[CH:72][C:73]=3[O:74][C:62]3[C:63]=2[CH:64]=[CH:65][C:60]([CH:61]=3)=[O:59])[CH:76]=1. (4) The product is: [Br:1][C:2]1[CH:7]=[CH:6][CH:5]=[CH:4][C:3]=1[O:8][CH:14]1[CH2:18][CH2:17][N:16]([CH:19]2[CH2:21][CH2:20]2)[CH2:15]1. Given the reactants [Br:1][C:2]1[CH:7]=[CH:6][CH:5]=[CH:4][C:3]=1[OH:8].CS(O[CH:14]1[CH2:18][CH2:17][N:16]([CH:19]2[CH2:21][CH2:20]2)[CH2:15]1)(=O)=O, predict the reaction product. (5) Given the reactants [Cl:1][C:2]1[CH:15]=[CH:14][CH:13]=[CH:12][C:3]=1[CH2:4][N:5]1[CH2:10][CH2:9][C:8](=O)[CH2:7][CH2:6]1.Cl.[NH2:17][OH:18], predict the reaction product. The product is: [Cl:1][C:2]1[CH:15]=[CH:14][CH:13]=[CH:12][C:3]=1[CH2:4][N:5]1[CH2:10][CH2:9][C:8](=[N:17][OH:18])[CH2:7][CH2:6]1. (6) The product is: [Cl:14][C:15]1[CH:16]=[C:17]([CH2:18][O:1][C:2]2[CH:3]=[CH:4][C:5]([CH3:13])=[C:6]([CH:12]=2)[C:7]([O:9][CH2:10][CH3:11])=[O:8])[CH:20]=[CH:21][CH:22]=1. Given the reactants [OH:1][C:2]1[CH:3]=[CH:4][C:5]([CH3:13])=[C:6]([CH:12]=1)[C:7]([O:9][CH2:10][CH3:11])=[O:8].[Cl:14][C:15]1[CH:16]=[C:17]([CH:20]=[CH:21][CH:22]=1)[CH2:18]Br.C(=O)([O-])[O-].[K+].[K+], predict the reaction product. (7) Given the reactants [CH3:1][Mg+].[Br-].[F:4][C:5]1[CH:6]=[C:7]([CH:10]=[C:11]([F:14])[C:12]=1[F:13])[CH:8]=[O:9], predict the reaction product. The product is: [F:4][C:5]1[CH:6]=[C:7]([CH:8]([OH:9])[CH3:1])[CH:10]=[C:11]([F:14])[C:12]=1[F:13]. (8) Given the reactants [F:1][C:2]([F:21])([F:20])[C:3]1[CH:8]=[C:7]([C:9]2[CH:14]=[CH:13][C:12]([C:15]([F:18])([F:17])[F:16])=[CH:11][CH:10]=2)[N:6]=[N:5][C:4]=1[NH2:19].[CH2:22](OC(OCC)CBr)[CH3:23], predict the reaction product. The product is: [F:21][C:2]([F:1])([F:20])[C:3]1[C:4]2[N:5]([CH:22]=[CH:23][N:19]=2)[N:6]=[C:7]([C:9]2[CH:14]=[CH:13][C:12]([C:15]([F:18])([F:17])[F:16])=[CH:11][CH:10]=2)[CH:8]=1. (9) Given the reactants C([NH:8][C@H:9]([C:20]([OH:22])=[O:21])[CH2:10][C:11]1[CH:16]=[CH:15][C:14]([N:17]=[N+:18]=[N-:19])=[CH:13][CH:12]=1)(OC(C)(C)C)=O.[CH2:23]([NH:27][C:28]([NH:37]C(OC(C)(C)C)=O)=[N:29]C(OC(C)(C)C)=O)[CH2:24][C:25]#[CH:26].O=C1O[C@H]([C@H](CO)O)C([O-])=C1O.[Na+].C(N1C=C(CN(CC2N=NN(CC3C=CC=CC=3)C=2)CC2N=NN(CC3C=CC=CC=3)C=2)N=N1)C1C=CC=CC=1, predict the reaction product. The product is: [NH2:8][C@@H:9]([CH2:10][C:11]1[CH:12]=[CH:13][C:14]([N:17]2[CH:26]=[C:25]([CH2:24][CH2:23][NH:27][C:28]([NH2:37])=[NH:29])[N:19]=[N:18]2)=[CH:15][CH:16]=1)[C:20]([OH:22])=[O:21].